From a dataset of Hepatocyte clearance measurements from AstraZeneca. Regression/Classification. Given a drug SMILES string, predict its absorption, distribution, metabolism, or excretion properties. Task type varies by dataset: regression for continuous measurements (e.g., permeability, clearance, half-life) or binary classification for categorical outcomes (e.g., BBB penetration, CYP inhibition). For this dataset (clearance_hepatocyte_az), we predict log10(clearance) (log10 of the in vitro intrinsic clearance, CLint, in uL/min per 10^6 hepatocytes; values are censored to the assay range of 3 to 150, which is 0.477 to 2.18 on this log10 scale). (1) The drug is COc1ccc(N(C(=O)c2occc2C)C(C(=O)NC[C@@H](C)O)c2ccccc2F)c(OC)c1. The log10(clearance) is 1.94. (2) The compound is COc1cc(N2CCN(C(=O)[C@@H](C)O)CC2)ccc1Nc1ncc(Cl)c(-c2cnc3ccccn23)n1. The log10(clearance) is 1.10. (3) The drug is C#Cc1cccc(Nc2ncnc3cc(OCCOC)c(OCCOC)cc23)c1. The log10(clearance) is 0.870. (4) The drug is O=C(O[C@H]1C[N+]2(CCCOc3ccccc3)CCC1CC2)C(O)(c1cccs1)c1cccs1. The log10(clearance) is 1.90. (5) The compound is Cc1nn(C)c2cc(N3CCN(C(=O)[C@@H]4CCCC[C@H]4C(=O)NC4(C#N)CC4)[C@H](C)C3)ccc12. The log10(clearance) is 0.910. (6) The drug is Cc1ccc(S(=O)(=O)Nc2c(C(=O)N[C@@H](C)C(C)(C)C)c(C(F)(F)F)nn2-c2ccccc2)cc1. The log10(clearance) is 1.28. (7) The drug is O=C(O)CCc1ccc(OCc2cccc(Oc3ccccc3)c2)cc1. The log10(clearance) is 2.18.